From a dataset of Forward reaction prediction with 1.9M reactions from USPTO patents (1976-2016). Predict the product of the given reaction. (1) Given the reactants [OH:1][N:2]=[C:3]([NH2:10])[C:4]1[CH:9]=[CH:8][CH:7]=[N:6][CH:5]=1.[N:11]1[CH:16]=[CH:15][C:14]([C:17](O)=O)=[CH:13][N:12]=1.N, predict the reaction product. The product is: [N:11]1[CH:16]=[CH:15][C:14]([C:17]2[O:1][N:2]=[C:3]([C:4]3[CH:5]=[N:6][CH:7]=[CH:8][CH:9]=3)[N:10]=2)=[CH:13][N:12]=1. (2) Given the reactants [Br:1][C:2]1[CH:3]=[C:4]2[C:8](=[CH:9][CH:10]=1)[C@@H:7]([NH2:11])[CH2:6][CH2:5]2.C(N(CC)CC)C.[Cl:19][C:20]1[C:25]([N:26]=[C:27](Cl)[CH2:28][CH3:29])=[C:24]([CH3:31])[CH:23]=[C:22]([C:32](=[O:36])[CH:33]([CH3:35])[CH3:34])[N:21]=1, predict the reaction product. The product is: [Br:1][C:2]1[CH:3]=[C:4]2[C:8](=[CH:9][CH:10]=1)[C@@H:7]([NH:11][C:27](=[N:26][C:25]1[C:20]([Cl:19])=[N:21][C:22]([C:32](=[O:36])[CH:33]([CH3:34])[CH3:35])=[CH:23][C:24]=1[CH3:31])[CH2:28][CH3:29])[CH2:6][CH2:5]2. (3) Given the reactants [C:1]1(=[O:8])[O:7][CH2:6][CH2:5][CH2:4][CH2:3][CH2:2]1.[CH2:9]1[O:16][C:14](=[O:15])[CH2:13][O:12][C:10]1=[O:11].C(O)(=O)CO.CCCCC(C([O-])=O)CC.CCCCC(C([O-])=O)CC.[Sn+2], predict the reaction product. The product is: [C:1]1(=[O:8])[O:7][CH2:6][CH2:5][CH2:4][CH2:3][CH2:2]1.[CH2:9]1[O:16][C:14](=[O:15])[CH2:13][O:12][C:10]1=[O:11]. (4) Given the reactants [F:1][C:2]1[CH:7]=[CH:6][C:5]([CH:8]([OH:22])[CH:9]2[CH2:14][CH2:13][N:12]([C:15]([O:17][C:18]([CH3:21])([CH3:20])[CH3:19])=[O:16])[CH2:11][CH2:10]2)=[CH:4][C:3]=1[C:23](=[O:28])[C:24]([F:27])([F:26])[F:25].CC1(C)N([O])C(C)(C)CCC1.[K+].[Br-].C([O-])(O)=O.[Na+].[O-]Cl.[Na+], predict the reaction product. The product is: [F:1][C:2]1[CH:7]=[CH:6][C:5]([C:8]([CH:9]2[CH2:14][CH2:13][N:12]([C:15]([O:17][C:18]([CH3:20])([CH3:21])[CH3:19])=[O:16])[CH2:11][CH2:10]2)=[O:22])=[CH:4][C:3]=1[C:23](=[O:28])[C:24]([F:25])([F:26])[F:27]. (5) Given the reactants Br[CH2:2][C:3]1[C:13]([Cl:14])=[N:12][CH:11]=[CH:10][C:4]=1[C:5]([O:7]CC)=O.Cl.[Cl:16][C:17]1[CH:33]=[CH:32][C:20]([O:21][C:22]2[N:27]=[CH:26][C:25]([CH:28]([NH2:30])[CH3:29])=[CH:24][C:23]=2[CH3:31])=[CH:19][CH:18]=1, predict the reaction product. The product is: [Cl:14][C:13]1[C:3]2[CH2:2][N:30]([CH:28]([C:25]3[CH:26]=[N:27][C:22]([O:21][C:20]4[CH:19]=[CH:18][C:17]([Cl:16])=[CH:33][CH:32]=4)=[C:23]([CH3:31])[CH:24]=3)[CH3:29])[C:5](=[O:7])[C:4]=2[CH:10]=[CH:11][N:12]=1. (6) Given the reactants [NH2:1][C:2]1[N:6]=[CH:5][N:4]([C:7]2[CH:14]=[CH:13][C:12](/[CH:15]=[CH:16]/[CH:17]([C:22]3[CH:27]=[C:26]([Cl:28])[C:25]([Cl:29])=[C:24]([Cl:30])[CH:23]=3)[C:18]([F:21])([F:20])[F:19])=[CH:11][C:8]=2[C:9]#[N:10])[N:3]=1.C(N(CC)CC)C.[CH:38]1([C:41](Cl)=[O:42])[CH2:40][CH2:39]1, predict the reaction product. The product is: [C:9]([C:8]1[CH:11]=[C:12](/[CH:15]=[CH:16]/[CH:17]([C:22]2[CH:23]=[C:24]([Cl:30])[C:25]([Cl:29])=[C:26]([Cl:28])[CH:27]=2)[C:18]([F:19])([F:20])[F:21])[CH:13]=[CH:14][C:7]=1[N:4]1[CH:5]=[N:6][C:2]([NH:1][C:41]([CH:38]2[CH2:40][CH2:39]2)=[O:42])=[N:3]1)#[N:10]. (7) Given the reactants [O:1]=[CH:2][C@@H:3]([C@H:5]([C@@H:7]([C@@H:9]([CH2:11][OH:12])[OH:10])[OH:8])[OH:6])[OH:4].[C:13]([N:21]1[CH2:25][CH2:24][CH:23](O)[CH2:22]1)(=[O:20])[C:14]1[CH:19]=[CH:18][CH:17]=[CH:16][CH:15]=1, predict the reaction product. The product is: [C:13]([N:21]1[CH2:25][CH2:24][CH2:23][CH2:22]1)(=[O:20])[C:14]1[CH:19]=[CH:18][CH:17]=[CH:16][CH:15]=1.[O:1]=[CH:2][C@@H:3]([C@H:5]([C@@H:7]([C@@H:9]([CH2:11][OH:12])[OH:10])[OH:8])[OH:6])[OH:4].